From a dataset of Reaction yield outcomes from USPTO patents with 853,638 reactions. Predict the reaction yield, written as a fraction of the theoretical maximum amount of product (1.0 means a 100% yield; for example, 0.34 means a 34% yield). (1) The reactants are [N:1]#[C:2][NH2:3].[CH3:4][N:5]([C:12]1[S:13][C:14]([C:17]2[CH:18]=[N:19][CH:20]=[CH:21][CH:22]=2)=[N:15][N:16]=1)[C:6](=[O:11])[CH2:7][CH2:8]SC.C(O)(=O)C.C(O)(=O)C.IC1C=CC=CC=1. The catalyst is C1COCC1. The product is [C:2]([NH:3][CH2:8][CH2:7][C:6]([N:5]([CH3:4])[C:12]1[S:13][C:14]([C:17]2[CH:18]=[N:19][CH:20]=[CH:21][CH:22]=2)=[N:15][N:16]=1)=[O:11])#[N:1]. The yield is 0.290. (2) The reactants are [CH2:1]([O:3][C:4](=[O:25])[C:5]1[CH:10]=[CH:9][CH:8]=[C:7]([N:11]2[C:15]([CH3:16])=[CH:14][CH:13]=[C:12]2[C:17]2[CH:22]=[C:21]([Cl:23])[CH:20]=[CH:19][C:18]=2[OH:24])[CH:6]=1)[CH3:2].[Cl:26][C:27]1[CH:34]=[CH:33][C:30]([CH2:31]Br)=[CH:29][CH:28]=1.C(=O)([O-])[O-].[K+].[K+]. The catalyst is CN(C=O)C.CCOC(C)=O.O. The product is [CH2:1]([O:3][C:4](=[O:25])[C:5]1[CH:10]=[CH:9][CH:8]=[C:7]([N:11]2[C:15]([CH3:16])=[CH:14][CH:13]=[C:12]2[C:17]2[CH:22]=[C:21]([Cl:23])[CH:20]=[CH:19][C:18]=2[O:24][CH2:31][C:30]2[CH:33]=[CH:34][C:27]([Cl:26])=[CH:28][CH:29]=2)[CH:6]=1)[CH3:2]. The yield is 0.560. (3) The reactants are [NH2:1][C:2]1[CH:3]=[N:4][C:5]2[CH2:6][CH2:7][CH2:8][CH2:9][C:10]=2[CH:11]=1.[C:12](C1CCC(=O)CC1)([CH3:15])([CH3:14])[CH3:13]. No catalyst specified. The product is [NH2:1][C:2]1[CH:3]=[N:4][C:5]2[CH2:6][CH2:7][CH:8]([C:12]([CH3:15])([CH3:14])[CH3:13])[CH2:9][C:10]=2[CH:11]=1. The yield is 0.490. (4) The reactants are [F:1][C:2]1[CH:7]=[C:6]([F:8])[CH:5]=[CH:4][C:3]=1[N:9]1[C:17](=[O:18])[C:16]2[C@@H:15]3[C:19]([CH3:21])([CH3:20])[C@@:12]([CH3:22])([CH2:13][CH2:14]3)[C:11]=2[NH:10]1.[CH2:23](I)[CH:24]=[CH2:25]. The catalyst is CN(C)C=O. The product is [CH2:25]([N:10]1[C:11]2[C@@:12]3([CH3:22])[C:19]([CH3:21])([CH3:20])[C@H:15]([CH2:14][CH2:13]3)[C:16]=2[C:17](=[O:18])[N:9]1[C:3]1[CH:4]=[CH:5][C:6]([F:8])=[CH:7][C:2]=1[F:1])[CH:24]=[CH2:23]. The yield is 0.660. (5) The reactants are [NH2:1][C@H:2]1[CH2:6][N:5]([C:7](OC(C)(C)C)=O)[C@@H:4]([CH3:14])[CH2:3]1.[Br:15][C:16]1[CH:21]=[C:20]([F:22])[C:19]([Cl:23])=[CH:18][C:17]=1[S:24](Cl)(=[O:26])=[O:25].CC[N:30](C(C)C)C(C)C.N#CBr.C(O)C(N)(CO)CO. The catalyst is C(Cl)Cl. The product is [Br:15][C:16]1[CH:21]=[C:20]([F:22])[C:19]([Cl:23])=[CH:18][C:17]=1[S:24]([NH:1][C@@H:2]1[CH2:3][C@H:4]([CH3:14])[N:5]([C:7]#[N:30])[CH2:6]1)(=[O:26])=[O:25]. The yield is 0.290.